Dataset: Forward reaction prediction with 1.9M reactions from USPTO patents (1976-2016). Task: Predict the product of the given reaction. Given the reactants C(N(CC)CC)C.[CH3:8][O:9][C:10]1[N:19]=[C:18]2[C:13]([CH:14]=[C:15]([C:21]([OH:23])=O)[C:16](=[O:20])[NH:17]2)=[CH:12][CH:11]=1.CN(C(ON1N=NC2C=CC=NC1=2)=[N+](C)C)C.F[P-](F)(F)(F)(F)F.[NH2:48][C:49]1[CH:50]=[C:51]([CH:56]=[CH:57][C:58]=1[Cl:59])[C:52]([O:54][CH3:55])=[O:53], predict the reaction product. The product is: [Cl:59][C:58]1[CH:57]=[CH:56][C:51]([C:52]([O:54][CH3:55])=[O:53])=[CH:50][C:49]=1[NH:48][C:21]([C:15]1[C:16](=[O:20])[NH:17][C:18]2[C:13]([CH:14]=1)=[CH:12][CH:11]=[C:10]([O:9][CH3:8])[N:19]=2)=[O:23].